From a dataset of NCI-60 drug combinations with 297,098 pairs across 59 cell lines. Regression. Given two drug SMILES strings and cell line genomic features, predict the synergy score measuring deviation from expected non-interaction effect. Drug 1: CCN(CC)CCNC(=O)C1=C(NC(=C1C)C=C2C3=C(C=CC(=C3)F)NC2=O)C. Drug 2: CCC1(CC2CC(C3=C(CCN(C2)C1)C4=CC=CC=C4N3)(C5=C(C=C6C(=C5)C78CCN9C7C(C=CC9)(C(C(C8N6C)(C(=O)OC)O)OC(=O)C)CC)OC)C(=O)OC)O.OS(=O)(=O)O. Cell line: IGROV1. Synergy scores: CSS=10.3, Synergy_ZIP=-3.69, Synergy_Bliss=-1.05, Synergy_Loewe=-0.169, Synergy_HSA=-0.246.